From a dataset of Forward reaction prediction with 1.9M reactions from USPTO patents (1976-2016). Predict the product of the given reaction. (1) Given the reactants ClC1C=CC=C(C(OO)=[O:9])C=1.[CH2:12]([S:15]([C:17]1[N:22]=[C:21]([C:23]2[S:24][C:25]3[CH:33]=[CH:32][CH:31]=[CH:30][C:26]=3[C:27](=[O:29])[N:28]=2)[CH:20]=[CH:19][CH:18]=1)=[O:16])[CH2:13][CH3:14], predict the reaction product. The product is: [CH2:12]([S:15]([C:17]1[N:22]=[C:21]([C:23]2[S:24][C:25]3[CH:33]=[CH:32][CH:31]=[CH:30][C:26]=3[C:27](=[O:29])[N:28]=2)[CH:20]=[CH:19][CH:18]=1)(=[O:9])=[O:16])[CH2:13][CH3:14]. (2) Given the reactants Br[CH2:2][C:3]1[CH:12]=[CH:11][C:6]([C:7]([O:9][CH3:10])=[O:8])=[CH:5][C:4]=1[O:13][CH3:14].[F:15][C:16]1[CH:21]=[CH:20][C:19]([CH2:22][NH2:23])=[CH:18][CH:17]=1.C(N(CC)CC)C, predict the reaction product. The product is: [F:15][C:16]1[CH:21]=[CH:20][C:19]([CH2:22][NH:23][CH2:2][C:3]2[CH:12]=[CH:11][C:6]([C:7]([O:9][CH3:10])=[O:8])=[CH:5][C:4]=2[O:13][CH3:14])=[CH:18][CH:17]=1. (3) The product is: [NH2:18][CH2:17][CH:10]1[CH:11]2[CH2:16][CH2:15][CH2:14][CH:12]2[CH2:13][N:9]1[C:7]([C:6]1[CH:29]=[C:2]([CH3:1])[CH:3]=[CH:4][C:5]=1[N:30]1[N:34]=[CH:33][CH:32]=[N:31]1)=[O:8]. Given the reactants [CH3:1][C:2]1[CH:3]=[CH:4][C:5]([N:30]2[N:34]=[CH:33][CH:32]=[N:31]2)=[C:6]([CH:29]=1)[C:7]([N:9]1[CH2:13][CH:12]2[CH2:14][CH2:15][CH2:16][CH:11]2[CH:10]1[CH2:17][N:18]1C(=O)C2C(=CC=CC=2)C1=O)=[O:8].O.NN, predict the reaction product. (4) The product is: [CH3:1][O:2][C:3](=[O:25])[CH2:4][N:5]1[C:11](=[O:12])[CH:10]([NH:13][C:14]([O:16][C:17]([CH3:20])([CH3:18])[CH3:19])=[O:15])[CH2:9][NH:8][C:7]2[CH:21]=[CH:22][CH:23]=[CH:24][C:6]1=2. Given the reactants [CH3:1][O:2][C:3](=[O:25])[CH2:4][N:5]1[C:11](=[O:12])[C@@H:10]([NH:13][C:14]([O:16][C:17]([CH3:20])([CH3:19])[CH3:18])=[O:15])[CH2:9][NH:8][C:7]2[CH:21]=[CH:22][CH:23]=[CH:24][C:6]1=2.C[Si]([N-][Si](C)(C)C)(C)C.[Li+].C(OC(NC1C(=O)NC2C=CC=CC=2NC1)=O)(C)(C)C.BrCC(OC)=O, predict the reaction product. (5) Given the reactants O.O.[CH3:3][C:4]1[N:9]=[C:8]([CH3:10])[CH:7]=[C:6]([CH3:11])[N:5]=1.C(CC(=O)C)(=O)C.Cl.C(N)(=[NH:22])C.[C:24]1([CH3:37])[CH:29]=[C:28]([CH3:30])[CH:27]=[C:26]([CH3:31])[C:25]=1[S:32]([O:35]N)(=[O:34])=[O:33], predict the reaction product. The product is: [C:24]1([CH3:37])[CH:29]=[C:28]([CH3:30])[CH:27]=[C:26]([CH3:31])[C:25]=1[S:32]([O-:35])(=[O:34])=[O:33].[NH2:22][N+:5]1[C:6]([CH3:11])=[CH:7][C:8]([CH3:10])=[N:9][C:4]=1[CH3:3]. (6) Given the reactants [CH3:1][O:2][C:3]1[CH:4]=[C:5]([NH2:15])[CH:6]=[CH:7][C:8]=1[N:9]1[CH:13]=[C:12]([CH3:14])[N:11]=[CH:10]1.Cl[C:17]1[N:22]=[C:21]([N:23]2[CH2:28][CH2:27][O:26][CH2:25][CH2:24]2)[CH:20]=[C:19]([CH3:29])[N:18]=1, predict the reaction product. The product is: [CH3:1][O:2][C:3]1[CH:4]=[C:5]([NH:15][C:17]2[N:18]=[C:19]([CH3:29])[CH:20]=[C:21]([N:23]3[CH2:24][CH2:25][O:26][CH2:27][CH2:28]3)[N:22]=2)[CH:6]=[CH:7][C:8]=1[N:9]1[CH:13]=[C:12]([CH3:14])[N:11]=[CH:10]1. (7) Given the reactants [C:1]([C:4]1[C:5]([CH3:11])=[N:6][C:7]([NH2:10])=[N:8][CH:9]=1)(=[O:3])[CH3:2].[CH3:12][N:13]([CH:15](OC)OC)[CH3:14], predict the reaction product. The product is: [CH3:12][N:13]([CH3:15])/[CH:14]=[CH:2]/[C:1]([C:4]1[C:5]([CH3:11])=[N:6][C:7]([N:10]=[CH:12][N:13]([CH3:15])[CH3:14])=[N:8][CH:9]=1)=[O:3].